From a dataset of Aqueous solubility values for 9,982 compounds from the AqSolDB database. Regression/Classification. Given a drug SMILES string, predict its absorption, distribution, metabolism, or excretion properties. Task type varies by dataset: regression for continuous measurements (e.g., permeability, clearance, half-life) or binary classification for categorical outcomes (e.g., BBB penetration, CYP inhibition). For this dataset (solubility_aqsoldb), we predict Y. The molecule is CC1=C(C(=O)O)N2C(=O)C(N)C2SC1. The Y is -3.05 log mol/L.